This data is from Catalyst prediction with 721,799 reactions and 888 catalyst types from USPTO. The task is: Predict which catalyst facilitates the given reaction. Reactant: [F:1][C:2]1[CH:9]=[CH:8][C:5]([C:6]#[N:7])=[CH:4][C:3]=1[OH:10].C(N(C(C)C)CC)(C)C.[CH3:20][O:21][CH2:22]Cl.O. Product: [F:1][C:2]1[CH:9]=[CH:8][C:5]([C:6]#[N:7])=[CH:4][C:3]=1[O:10][CH2:20][O:21][CH3:22]. The catalyst class is: 4.